From a dataset of Peptide-MHC class I binding affinity with 185,985 pairs from IEDB/IMGT. Regression. Given a peptide amino acid sequence and an MHC pseudo amino acid sequence, predict their binding affinity value. This is MHC class I binding data. (1) The peptide sequence is QYSPHSFMA. The MHC is HLA-B46:01 with pseudo-sequence HLA-B46:01. The binding affinity (normalized) is 0.0847. (2) The peptide sequence is VLYCVHQRV. The MHC is HLA-A69:01 with pseudo-sequence HLA-A69:01. The binding affinity (normalized) is 0.0847. (3) The peptide sequence is SVPEPAAGI. The binding affinity (normalized) is 0.0847. The MHC is HLA-B40:01 with pseudo-sequence HLA-B40:01.